This data is from Forward reaction prediction with 1.9M reactions from USPTO patents (1976-2016). The task is: Predict the product of the given reaction. (1) Given the reactants [Na].[CH2:2]([C:10]1[NH:14][C:13]([C:15](N2CCCC2)=[O:16])=[CH:12][N:11]=1)[CH2:3][C:4]1[CH:9]=[CH:8][CH:7]=CC=1.Cl.C[OH:24], predict the reaction product. The product is: [C:2]1([C:10]2[NH:14][C:13]([C:15]([OH:16])=[O:24])=[CH:12][N:11]=2)[CH:3]=[CH:4][CH:9]=[CH:8][CH:7]=1. (2) Given the reactants O=[C:2]1[CH2:7][CH2:6][C:5]([C:8]2[CH:9]=[C:10]([CH:13]=[CH:14][CH:15]=2)[C:11]#[N:12])=[CH:4][CH2:3]1.[NH:16]1[CH2:19][CH:18]([NH:20][C:21]([CH2:23][NH:24][C:25](=[O:36])[C:26]2[CH:31]=[CH:30][CH:29]=[C:28]([C:32]([F:35])([F:34])[F:33])[CH:27]=2)=[O:22])[CH2:17]1, predict the reaction product. The product is: [C:11]([C:10]1[CH:9]=[C:8]([CH:5]2[CH2:6][CH2:7][CH:2]([N:16]3[CH2:19][CH:18]([NH:20][C:21]([CH2:23][NH:24][C:25](=[O:36])[C:26]4[CH:31]=[CH:30][CH:29]=[C:28]([C:32]([F:35])([F:33])[F:34])[CH:27]=4)=[O:22])[CH2:17]3)[CH2:3][CH2:4]2)[CH:15]=[CH:14][CH:13]=1)#[N:12]. (3) Given the reactants N1C2OCCOC=2C=NC=1CNC12CCC([C@H](O)C[C:23]3[C:32]4[C:27](=[CH:28][CH:29]=[C:30]([O:33][CH3:34])[N:31]=4)[N:26]=[CH:25][C:24]=3[F:35])(CC1)OC2.[CH:37]([N-]C(C)C)(C)C.[Li+].[C:45]([C:48]12[CH2:55][CH2:54][C:51]([NH:56][C:57](=[O:63])[O:58][C:59]([CH3:62])([CH3:61])[CH3:60])([CH2:52][CH2:53]1)[CH2:50][O:49]2)(=[O:47])[CH3:46], predict the reaction product. The product is: [F:35][C:24]1[CH:25]=[N:26][C:27]2[C:32]([C:23]=1[CH2:46][C:45]([C:48]13[CH2:55][CH2:54][C:51]([NH:56][C:57](=[O:63])[O:58][C:59]([CH3:62])([CH3:61])[CH3:60])([CH2:52][CH2:53]1)[CH2:50][O:49]3)([OH:47])[CH3:37])=[N:31][C:30]([O:33][CH3:34])=[CH:29][CH:28]=2. (4) Given the reactants [NH:1]1[C:9]2[C:4](=[CH:5][CH:6]=[C:7]([NH:10][C:11]3[C:12]4[CH:33]=[CH:32][N:31](S(C5C=CC(C)=CC=5)(=O)=O)[C:13]=4[N:14]=[C:15]([NH:17][C:18]4[CH:23]=[CH:22][C:21]([N:24]5[CH2:29][CH2:28][N:27]([CH3:30])[CH2:26][CH2:25]5)=[CH:20][CH:19]=4)[N:16]=3)[CH:8]=2)[CH:3]=[N:2]1.[OH-].[K+], predict the reaction product. The product is: [NH:1]1[C:9]2[C:4](=[CH:5][CH:6]=[C:7]([NH:10][C:11]3[C:12]4[CH:33]=[CH:32][NH:31][C:13]=4[N:14]=[C:15]([NH:17][C:18]4[CH:23]=[CH:22][C:21]([N:24]5[CH2:25][CH2:26][N:27]([CH3:30])[CH2:28][CH2:29]5)=[CH:20][CH:19]=4)[N:16]=3)[CH:8]=2)[CH:3]=[N:2]1.